From a dataset of Human liver microsome stability data. Regression/Classification. Given a drug SMILES string, predict its absorption, distribution, metabolism, or excretion properties. Task type varies by dataset: regression for continuous measurements (e.g., permeability, clearance, half-life) or binary classification for categorical outcomes (e.g., BBB penetration, CYP inhibition). Dataset: hlm. (1) The molecule is Cc1cc(CN2C(=O)C(C3=NS(=O)(=O)c4cc(NS(C)(=O)=O)ccc4N3)=C(O)[C@@H]3C4CCC(CC4)[C@@H]32)ccc1F. The result is 0 (unstable in human liver microsomes). (2) The molecule is CC[C@H]1CC(O)=C(C2=NS(=O)(=O)c3cc(NS(C)(=O)=O)ccc3N2)C(=O)N1Cc1ccc(F)cc1. The result is 0 (unstable in human liver microsomes). (3) The result is 1 (stable in human liver microsomes). The compound is COC(=O)Nc1ccc2c(c1)NCCCCC[C@H](NC(=O)C=Cc1cc(Cl)ccc1-n1cnnn1)c1nc-2c[nH]1. (4) The molecule is CC(C)CCn1nc(CC(C)C)c(O)c(C2=NS(=O)(=O)c3cc(NS(C)(=O)=O)ccc3N2)c1=O. The result is 1 (stable in human liver microsomes).